Predict the reaction yield, written as a fraction of the theoretical maximum amount of product (1.0 means a 100% yield; for example, 0.34 means a 34% yield). From a dataset of Reaction yield outcomes from USPTO patents with 853,638 reactions. (1) The reactants are [Cl:1][C:2]1[CH:3]=[C:4]([C:12]2[S:16][C:15]([N:17]3[C:25]([CH3:26])=[C:20]4[CH2:21][NH:22][CH2:23][CH2:24][C:19]4=[N:18]3)=[N:14][N:13]=2)[CH:5]=[CH:6][C:7]=1[O:8][CH:9]([CH3:11])[CH3:10].[C:27]([O:31][C:32]([CH3:35])([CH3:34])[CH3:33])(=[O:30])[CH:28]=[CH2:29].N1CCCN2CCCCCC=12. The catalyst is CN(C=O)C.O. The product is [Cl:1][C:2]1[CH:3]=[C:4]([C:12]2[S:16][C:15]([N:17]3[C:25]([CH3:26])=[C:20]4[CH2:21][N:22]([CH2:29][CH2:28][C:27]([O:31][C:32]([CH3:35])([CH3:34])[CH3:33])=[O:30])[CH2:23][CH2:24][C:19]4=[N:18]3)=[N:14][N:13]=2)[CH:5]=[CH:6][C:7]=1[O:8][CH:9]([CH3:11])[CH3:10]. The yield is 0.980. (2) The reactants are [NH2:1][C:2]1[CH:7]=[CH:6][C:5]([C:8]2([C:11]([O:13][CH3:14])=[O:12])[CH2:10][CH2:9]2)=[CH:4][C:3]=1Br.[C:16]([Si:18]([CH3:21])([CH3:20])[CH3:19])#[CH:17]. The catalyst is CCN(CC)CC.CN(C1C=CN=CC=1)C.Cl[Pd](Cl)([P](C1C=CC=CC=1)(C1C=CC=CC=1)C1C=CC=CC=1)[P](C1C=CC=CC=1)(C1C=CC=CC=1)C1C=CC=CC=1. The product is [NH2:1][C:2]1[CH:7]=[CH:6][C:5]([C:8]2([C:11]([O:13][CH3:14])=[O:12])[CH2:10][CH2:9]2)=[CH:4][C:3]=1[C:17]#[C:16][Si:18]([CH3:21])([CH3:20])[CH3:19]. The yield is 0.560. (3) The reactants are [F-].C([N+](CCCC)(CCCC)CCCC)CCC.[Si]([O:26][CH2:27][CH2:28][CH2:29][CH2:30][CH2:31][CH2:32][CH2:33][C:34]1[S:35][CH:36]=[C:37]([C:39]2[CH:44]=[CH:43][C:42]([O:45][CH3:46])=[CH:41][CH:40]=2)[N:38]=1)(C(C)(C)C)(C)C. The catalyst is C1COCC1.[Cl-].[Na+].O. The product is [CH3:46][O:45][C:42]1[CH:41]=[CH:40][C:39]([C:37]2[N:38]=[C:34]([CH2:33][CH2:32][CH2:31][CH2:30][CH2:29][CH2:28][CH2:27][OH:26])[S:35][CH:36]=2)=[CH:44][CH:43]=1. The yield is 0.890. (4) The reactants are C[Sn](C)(C)[C:3]1[C:12]2[C:7](=[CH:8][CH:9]=[CH:10][CH:11]=2)[C:6]([C:13]([O:15][CH3:16])=[O:14])=[CH:5][CH:4]=1.Br[C:20]1[CH:25]=[CH:24][N:23]=[CH:22][CH:21]=1.Cl. The product is [N:23]1[CH:24]=[CH:25][C:20]([C:3]2[C:12]3[C:7](=[CH:8][CH:9]=[CH:10][CH:11]=3)[C:6]([C:13]([O:15][CH3:16])=[O:14])=[CH:5][CH:4]=2)=[CH:21][CH:22]=1. The catalyst is [OH-].[K+].[Cu]I.Cl[Pd](Cl)([P](C1C=CC=CC=1)(C1C=CC=CC=1)C1C=CC=CC=1)[P](C1C=CC=CC=1)(C1C=CC=CC=1)C1C=CC=CC=1. The yield is 0.600. (5) The reactants are Cl[C:2]1[C:11]([Cl:12])=[N:10][C:9]2[C:4](=[CH:5][CH:6]=[CH:7][CH:8]=2)[N:3]=1.[CH3:13][C:14]1[CH:15]=[C:16]([S:20]([NH2:23])(=[O:22])=[O:21])[CH:17]=[CH:18][CH:19]=1.C([O-])([O-])=O.[K+].[K+]. The catalyst is CC(N(C)C)=O. The product is [Cl:12][C:11]1[C:2]([NH:23][S:20]([C:16]2[CH:17]=[CH:18][CH:19]=[C:14]([CH3:13])[CH:15]=2)(=[O:21])=[O:22])=[N:3][C:4]2[C:9]([N:10]=1)=[CH:8][CH:7]=[CH:6][CH:5]=2. The yield is 0.650.